From a dataset of NCI-60 drug combinations with 297,098 pairs across 59 cell lines. Regression. Given two drug SMILES strings and cell line genomic features, predict the synergy score measuring deviation from expected non-interaction effect. Drug 1: CC1=CC2C(CCC3(C2CCC3(C(=O)C)OC(=O)C)C)C4(C1=CC(=O)CC4)C. Drug 2: CC1=C2C(C(=O)C3(C(CC4C(C3C(C(C2(C)C)(CC1OC(=O)C(C(C5=CC=CC=C5)NC(=O)OC(C)(C)C)O)O)OC(=O)C6=CC=CC=C6)(CO4)OC(=O)C)O)C)O. Cell line: SK-MEL-28. Synergy scores: CSS=24.1, Synergy_ZIP=4.11, Synergy_Bliss=7.19, Synergy_Loewe=-27.4, Synergy_HSA=3.70.